Task: Predict the reaction yield, written as a fraction of the theoretical maximum amount of product (1.0 means a 100% yield; for example, 0.34 means a 34% yield).. Dataset: Reaction yield outcomes from USPTO patents with 853,638 reactions (1) The reactants are C[Mg]I.[C:4]1(C)C=C(C)C=C(C)C=1N1C=CN(C2C(C)=CC(C)=CC=2C)C1=[Cu-2]Cl.Cl[CH2:30][CH:31]=[C:32]([CH:34]([CH2:43][C:44]1[CH:49]=[CH:48][C:47]([Br:50])=[CH:46][CH:45]=1)[CH2:35][C:36]1[CH:41]=[CH:40][C:39]([Br:42])=[CH:38][CH:37]=1)[CH3:33].[Cl-].[NH4+]. The catalyst is CCOCC. The product is [CH3:33][C:32]([CH:34]([CH2:43][C:44]1[CH:49]=[CH:48][C:47]([Br:50])=[CH:46][CH:45]=1)[CH2:35][C:36]1[CH:41]=[CH:40][C:39]([Br:42])=[CH:38][CH:37]=1)([CH:31]=[CH2:30])[CH3:4]. The yield is 0.970. (2) The reactants are [O:1]1[C:5]2([CH2:15][CH2:14][C:8]3([CH2:12][CH2:11][NH:10][C:9]3=[O:13])[CH2:7][CH2:6]2)[O:4][CH2:3][CH2:2]1.C(=O)([O-])[O-].[K+].[K+].Br[C:23]1[CH:33]=[CH:32][C:26]2[O:27][C:28]([F:31])([F:30])[O:29][C:25]=2[CH:24]=1. The catalyst is C1(C)C=CC=CC=1. The product is [F:31][C:28]1([F:30])[O:27][C:26]2[CH:32]=[CH:33][C:23]([N:10]3[CH2:11][CH2:12][C:8]4([CH2:14][CH2:15][C:5]5([O:4][CH2:3][CH2:2][O:1]5)[CH2:6][CH2:7]4)[C:9]3=[O:13])=[CH:24][C:25]=2[O:29]1. The yield is 0.750. (3) The reactants are [ClH:1].[C:2]12([CH2:12][CH2:13][NH2:14])[CH2:11][CH:6]3[CH2:7][CH:8]([CH2:10][CH:4]([CH2:5]3)[CH2:3]1)[CH2:9]2.C(N(CC)CC)C.[C:22]([O:26][C:27]([CH3:30])([CH3:29])[CH3:28])(=[O:25])[CH:23]=[CH2:24].Cl.C(OCC)(=O)C. The catalyst is C(O)C. The product is [ClH:1].[C:2]12([CH2:12][CH2:13][NH:14][CH2:24][CH2:23][C:22]([O:26][C:27]([CH3:30])([CH3:29])[CH3:28])=[O:25])[CH2:9][CH:8]3[CH2:7][CH:6]([CH2:5][CH:4]([CH2:10]3)[CH2:3]1)[CH2:11]2. The yield is 0.230. (4) The reactants are Br[CH2:2][C:3]1[CH:4]=[C:5]([CH:10]=[CH:11][CH:12]=1)[C:6]([O:8][CH3:9])=[O:7].[CH3:13][S:14]([O-])(=[O:16])=[O:15].[Na+]. The catalyst is C1COCC1. The product is [CH3:13][S:14]([CH2:2][C:3]1[CH:4]=[C:5]([CH:10]=[CH:11][CH:12]=1)[C:6]([O:8][CH3:9])=[O:7])(=[O:16])=[O:15]. The yield is 0.950. (5) The reactants are C([O:8][C:9]1[C:10](=[O:35])[CH:11]=[C:12](/[CH:19]=[CH:20]/[CH:21]2[CH2:25][O:24][C:23]([CH3:27])([CH3:26])[N:22]2[C:28]([O:30][C:31]([CH3:34])([CH3:33])[CH3:32])=[O:29])[O:13][C:14]=1[C:15]([O:17][CH3:18])=[O:16])C1C=CC=CC=1. The catalyst is C1COCC1.[OH-].[OH-].[Pd+2]. The product is [OH:8][C:9]1[C:10](=[O:35])[CH:11]=[C:12]([CH2:19][CH2:20][CH:21]2[CH2:25][O:24][C:23]([CH3:26])([CH3:27])[N:22]2[C:28]([O:30][C:31]([CH3:34])([CH3:33])[CH3:32])=[O:29])[O:13][C:14]=1[C:15]([O:17][CH3:18])=[O:16]. The yield is 0.950. (6) The reactants are [Cl:29][C:26]1[CH:27]=[CH:28][C:23]([S:22][S:22][C:23]2[CH:28]=[CH:27][C:26]([Cl:29])=[CH:25][C:24]=2[NH:30][S:31]([C:34]2[O:35][C:36]3[CH:42]=[CH:41][CH:40]=[CH:39][C:37]=3[CH:38]=2)(=[O:33])=[O:32])=[C:24]([NH:30][S:31]([C:34]2[O:35][C:36]3[CH:42]=[CH:41][CH:40]=[CH:39][C:37]=3[CH:38]=2)(=[O:33])=[O:32])[CH:25]=1.C([O-])(O)=O.[Na+].C1(P(C2C=CC=CC=2)C2C=CC=CC=2)C=CC=CC=1.Br[CH2:68][C:69]([OH:71])=[O:70]. The catalyst is C(Cl)Cl.O1CCOCC1. The product is [O:35]1[C:36]2[CH:42]=[CH:41][CH:40]=[CH:39][C:37]=2[CH:38]=[C:34]1[S:31]([NH:30][C:24]1[CH:25]=[C:26]([Cl:29])[CH:27]=[CH:28][C:23]=1[S:22][CH2:68][C:69]([OH:71])=[O:70])(=[O:33])=[O:32]. The yield is 0.410. (7) The reactants are [CH3:1][CH2:2][C:3]([C:6]([O:8][C@@H:9]1[C@@H:14]2[C@@H:15]([CH2:20][CH2:21][C@H:22]3[O:28][C:26](=[O:27])[CH2:25][C@H:24]([OH:29])[CH2:23]3)[C@@H:16]([CH3:19])[CH:17]=[CH:18][C:13]2=[CH:12][C@H](C)[CH2:10]1)=[O:7])([CH3:5])[CH3:4].[OH-:31].[Na+:32].C(Cl)Cl.[C:36](#N)[CH3:37]. The catalyst is O.CC(C)=O. The product is [CH3:1][CH2:2][C:3]([C:6]([O:8][C@@H:9]1[C@@H:14]2[C@@H:15]([CH2:20][CH2:21][C@@H:22]([OH:28])[CH2:23][C@@H:24]([OH:29])[CH2:25][C:26]([O-:27])=[O:31])[C@@H:16]([CH3:19])[CH:17]=[CH:18][C:13]2=[CH:12][C@H:36]([CH3:37])[CH2:10]1)=[O:7])([CH3:4])[CH3:5].[Na+:32]. The yield is 0.778.